Dataset: Experimentally validated miRNA-target interactions with 360,000+ pairs, plus equal number of negative samples. Task: Binary Classification. Given a miRNA mature sequence and a target amino acid sequence, predict their likelihood of interaction. (1) The miRNA is hsa-miR-4659a-5p with sequence CUGCCAUGUCUAAGAAGAAAAC. The protein sequence of the target gene is MTSADSLLFTSLGPSPSSGDGDCKFNEEFKFILLPLSYAVVFVLGLALNAPTLWLFLFRLRPWDATATYMFHLALSDTLYVLSLPTLVYYYAARNHWPFGTGFCKFVRFLFYWNLYCSVLFLTCISVHRYMGICHPLRAIRWGRPRFAGLLCLGVWLVVAGCLVPNLFFVTTNANGTTILCHDTTLPEEFDHYVYFSSTIMVLLFGFPFLITLVCYGLMARRLYRPLPGAGQSSSRLRSLRTIAVVLTVFAVCFVPFHITRTIYYLARLLNAECRVLNIVNVVYKVTRPLASANSCLDPV.... Result: 0 (no interaction). (2) The miRNA is hsa-miR-3184-3p with sequence AAAGUCUCGCUCUCUGCCCCUCA. The protein sequence of the target gene is MEIVGCRAEDNSCPFRPPAMLFHGISGGHIQGIMEEMERRSKTEARLAKGAQLNGRDAGMPPLSPEKPALCAGCGGKISDRYYLLAVDKQWHLRCLKCCECKLALESELTCFAKDGSIYCKEDYYRRFSVQRCARCHLGISASEMVMRARDSVYHLSCFTCSTCNKTLTTGDHFGMKDSLVYCRAHFETLLQGEYPPQLSYTELAAKSGGLALPYFNGTGTVQKGRPRKRKSPALGVDIVNYNSGCNENEADHLDRDQQPYPPSQKTKRMRTSFKHHQLRTMKSYFAINHNPDAKDLKQL.... Result: 1 (interaction). (3) The miRNA is hsa-miR-7152-3p with sequence UCUGGUCCUGGACAGGAGGC. The protein sequence of the target gene is MENQPVRWRALPGLPRPPGLPAAPWLLLGVLLLPGTLRLAGGQSVTHTGLPIMASLANTAISFSCRITYPYTPQFKVFTVSYFHEDLQGQRSPKKPTNCHPGLGTENQSHTLDCQVTLVLPGASATGTYYCSVHWPHSTVRGSGTFILVRDAGYREPPQSPQKLLLFGFTGLLSVLSVVGTALLLWNKKRMRGPGKDPTRKCPDPRSASSPKQHPSESVYTALQRRETEVYACIENEDGSSPTAKQSPLSQERPHRFEDDGELNLVYENL. Result: 1 (interaction). (4) The miRNA is hsa-let-7c-3p with sequence CUGUACAACCUUCUAGCUUUCC. The protein sequence of the target gene is MAAAAQLSLTQLSSGNPVYEKYYRQVEAGNTGRVLALDAAAFLKKSGLPDLILGKIWDLADTDGKGVLSKQEFFVALRLVACAQNGLEVSLSSLSLAVPPPRFHDSSSPLLTSGPSVAELPWAVKSEDKAKYDAIFDSLSPVDGFLSGDKVKPVLLNSKLPVEILGRVWELSDIDHDGKLDRDEFAVAMFLVYCALEKEPVPMSLPPALVPPSKRKTWVVSPAEKAKYDEIFLKTDKDMDGYVSGLEVRETFLKTGLPSALLAHIWSLCDTKGCGKLSKDQFALAFHLINQKLIKGIDPP.... Result: 0 (no interaction).